From a dataset of Catalyst prediction with 721,799 reactions and 888 catalyst types from USPTO. Predict which catalyst facilitates the given reaction. (1) Reactant: FC(F)(F)S([O:6][C:7]1[CH:20]=[CH:19][C:10]2[C@H:11]([CH2:14][C:15]([O:17]C)=[O:16])[CH2:12][O:13][C:9]=2[CH:8]=1)(=O)=O.[CH3:23][C:24]1[CH:29]=[C:28]([O:30][CH2:31][CH2:32][CH2:33][S:34]([CH3:37])(=[O:36])=[O:35])[CH:27]=[C:26]([CH3:38])[C:25]=1[C:39]1[CH:44]=[CH:43][CH:42]=[C:41]([CH2:45]O)[CH:40]=1.P([O-])([O-])([O-])=O.[K+].[K+].[K+]. Product: [CH3:38][C:26]1[CH:27]=[C:28]([O:30][CH2:31][CH2:32][CH2:33][S:34]([CH3:37])(=[O:35])=[O:36])[CH:29]=[C:24]([CH3:23])[C:25]=1[C:39]1[CH:44]=[CH:43][CH:42]=[C:41]([CH2:45][O:6][C:7]2[CH:20]=[CH:19][C:10]3[C:11]([CH2:14][C:15]([OH:17])=[O:16])=[CH:12][O:13][C:9]=3[CH:8]=2)[CH:40]=1. The catalyst class is: 10. (2) Reactant: [N+:1]([C:4]1[CH:5]=[C:6]2[C:11](=[CH:12][CH:13]=1)[N:10]=[C:9]([C:14]1[CH:19]=[CH:18][CH:17]=[C:16]([F:20])[CH:15]=1)[CH:8]=[C:7]2Cl)([O-:3])=[O:2].CN1C(=O)CCC1.[N-:29]=[N+:30]=[N-:31].[Na+].O. The catalyst class is: 13. Product: [N+:1]([C:4]1[CH:5]=[C:6]2[C:11](=[CH:12][CH:13]=1)[N:10]=[C:9]([C:14]1[CH:19]=[CH:18][CH:17]=[C:16]([F:20])[CH:15]=1)[CH:8]=[C:7]2[N:29]=[N+:30]=[N-:31])([O-:3])=[O:2]. (3) Reactant: [F:1][C:2]1([F:21])[CH2:6][N:5]([C:7]([O:9][CH2:10][C:11]2[CH:16]=[CH:15][CH:14]=[CH:13][CH:12]=2)=[O:8])[C@H:4]([C:17]([O:19]C)=[O:18])[CH2:3]1.[OH-].[Na+]. Product: [CH2:10]([O:9][C:7]([N:5]1[CH2:6][C:2]([F:21])([F:1])[CH2:3][C@H:4]1[C:17]([OH:19])=[O:18])=[O:8])[C:11]1[CH:12]=[CH:13][CH:14]=[CH:15][CH:16]=1. The catalyst class is: 5. (4) Reactant: CC([O-])(C)C.[K+].[Cl-].[Cl:8][C:9]1[CH:34]=[CH:33][C:12]([CH2:13][P+](C2C=CC=CC=2)(C2C=CC=CC=2)C2C=CC=CC=2)=[CH:11][CH:10]=1.[CH3:35][N:36]([CH2:38][CH:39]1[CH2:44][CH2:43][C:42](=O)[CH:41]=[C:40]1[C:46]1[CH:51]=[CH:50][CH:49]=[C:48]([O:52][CH3:53])[CH:47]=1)[CH3:37]. Product: [Cl:8][C:9]1[CH:10]=[CH:11][C:12](/[CH:13]=[C:42]2/[CH:41]=[C:40]([C:46]3[CH:51]=[CH:50][CH:49]=[C:48]([O:52][CH3:53])[CH:47]=3)[CH:39]([CH2:38][N:36]([CH3:37])[CH3:35])[CH2:44][CH2:43]/2)=[CH:33][CH:34]=1. The catalyst class is: 11. (5) Reactant: [OH:1][CH2:2][CH:3]1[NH:8][CH2:7][CH2:6][N:5]([C:9]([O:11][C:12]([CH3:15])([CH3:14])[CH3:13])=[O:10])[CH2:4]1.[CH3:16][S:17][C:18]1[CH:23]=[CH:22][CH:21]=[CH:20][C:19]=1[N:24]=[C:25]=[O:26]. Product: [OH:1][CH2:2][CH:3]1[N:8]([C:25](=[O:26])[NH:24][C:19]2[CH:20]=[CH:21][CH:22]=[CH:23][C:18]=2[S:17][CH3:16])[CH2:7][CH2:6][N:5]([C:9]([O:11][C:12]([CH3:15])([CH3:14])[CH3:13])=[O:10])[CH2:4]1. The catalyst class is: 7.